From a dataset of Peptide-MHC class II binding affinity with 134,281 pairs from IEDB. Regression. Given a peptide amino acid sequence and an MHC pseudo amino acid sequence, predict their binding affinity value. This is MHC class II binding data. (1) The peptide sequence is FAVVDLNKMRAVWVD. The MHC is DRB3_0202 with pseudo-sequence DRB3_0202. The binding affinity (normalized) is 0.515. (2) The MHC is HLA-DQA10102-DQB10501 with pseudo-sequence HLA-DQA10102-DQB10501. The peptide sequence is KKGAAWTVYVGIVTMLSK. The binding affinity (normalized) is 0.652.